This data is from Catalyst prediction with 721,799 reactions and 888 catalyst types from USPTO. The task is: Predict which catalyst facilitates the given reaction. (1) Reactant: Br[C:2]1[O:6][C:5]([CH:7]=[C:8]2[C:16]3[C:11](=[CH:12][CH:13]=[C:14]([Cl:17])[CH:15]=3)[NH:10][C:9]2=[O:18])=[CH:4][CH:3]=1.C([O-])([O-])=O.[Cs+].[Cs+].[CH3:25][N:26]([CH3:36])[C:27]1[N:32]=[CH:31][C:30](B(O)O)=[CH:29][CH:28]=1. Product: [Cl:17][C:14]1[CH:15]=[C:16]2[C:11](=[CH:12][CH:13]=1)[NH:10][C:9](=[O:18])[C:8]2=[CH:7][C:5]1[O:6][C:2]([C:30]2[CH:31]=[N:32][C:27]([N:26]([CH3:36])[CH3:25])=[CH:28][CH:29]=2)=[CH:3][CH:4]=1. The catalyst class is: 38. (2) Reactant: [H-].[Na+].[O:3]=[C:4]1[CH2:12][C:11]2[C:6](=[CH:7][CH:8]=[C:9]([C:13]#[N:14])[CH:10]=2)[NH:5]1.Cl[C:16]1[N:21]=[CH:20][C:19]([S:22]([N:25]2[CH2:30][CH2:29][N:28]([CH3:31])[CH2:27][CH2:26]2)(=[O:24])=[O:23])=[CH:18][CH:17]=1. Product: [OH:3][C:4]1[NH:5][C:6]2[C:11]([C:12]=1[C:16]1[CH:17]=[CH:18][C:19]([S:22]([N:25]3[CH2:30][CH2:29][N:28]([CH3:31])[CH2:27][CH2:26]3)(=[O:24])=[O:23])=[CH:20][N:21]=1)=[CH:10][C:9]([C:13]#[N:14])=[CH:8][CH:7]=2. The catalyst class is: 9. (3) Reactant: C(Cl)C1C=CC=CC=1.[OH:9][C:10]1[CH:15]=[CH:14][C:13]([CH2:16][S:17][CH2:18][C:19]2[CH:24]=[CH:23][C:22](O)=[CH:21][CH:20]=2)=[CH:12][CH:11]=1.[Li+].[N-:27]([S:35]([C:38]([F:41])([F:40])[F:39])(=[O:37])=[O:36])[S:28]([C:31]([F:34])([F:33])[F:32])(=[O:30])=[O:29].C(OCC)(=O)C. Product: [N-:27]([S:28]([C:31]([F:34])([F:32])[F:33])(=[O:30])=[O:29])[S:35]([C:38]([F:41])([F:40])[F:39])(=[O:37])=[O:36].[CH2:18]([SH+:17][CH2:16][C:13]1[CH:12]=[CH:11][C:10]([OH:9])=[CH:15][CH:14]=1)[C:19]1[CH:20]=[CH:21][CH:22]=[CH:23][CH:24]=1. The catalyst class is: 6. (4) Reactant: [Br:1][C:2]1[CH:3]=[N:4][N:5]2[CH:10]=[CH:9][C:8]([CH2:11][CH3:12])=[CH:7][C:6]=12.C1C(=O)N([Br:20])C(=O)C1.C(OOC(=O)C1C=CC=CC=1)(=O)C1C=CC=CC=1.O. Product: [Br:1][C:2]1[CH:3]=[N:4][N:5]2[CH:10]=[CH:9][C:8]([CH:11]([Br:20])[CH3:12])=[CH:7][C:6]=12. The catalyst class is: 53. (5) Reactant: [CH3:1][C:2]1([CH3:14])[O:6][C:5](=[O:7])[NH:4][C@H:3]1[C:8]1[CH:13]=[CH:12][CH:11]=[CH:10][CH:9]=1.[I:15][C:16]1[CH:21]=[CH:20][C:19](I)=[CH:18][CH:17]=1.P([O-])([O-])([O-])=O.[K+].[K+].[K+].CNCCNC. Product: [I:15][C:16]1[CH:21]=[CH:20][C:19]([N:4]2[C@@H:3]([C:8]3[CH:9]=[CH:10][CH:11]=[CH:12][CH:13]=3)[C:2]([CH3:14])([CH3:1])[O:6][C:5]2=[O:7])=[CH:18][CH:17]=1. The catalyst class is: 321. (6) Reactant: [CH:1]([O:4][C:5]1[CH:30]=[C:29]([CH3:31])[CH:28]=[CH:27][C:6]=1[C:7]([NH:9][C:10]1[CH:11]=[C:12]2[C:17](=[CH:18][CH:19]=1)[CH2:16][N:15](C(OC(C)(C)C)=O)[CH2:14][CH2:13]2)=[O:8])([CH3:3])[CH3:2].FC(F)(F)C(O)=O. Product: [CH:1]([O:4][C:5]1[CH:30]=[C:29]([CH3:31])[CH:28]=[CH:27][C:6]=1[C:7]([NH:9][C:10]1[CH:11]=[C:12]2[C:17](=[CH:18][CH:19]=1)[CH2:16][NH:15][CH2:14][CH2:13]2)=[O:8])([CH3:3])[CH3:2]. The catalyst class is: 4. (7) Reactant: [F:1][C:2]1[CH:3]=[C:4]2[C:8](=[C:9]([C:12]([OH:14])=O)[C:10]=1[F:11])[NH:7][CH:6]=[CH:5]2.[C:15]([C:19]1[CH:34]=[CH:33][C:22]([CH2:23][NH:24][CH2:25][CH2:26][C:27]2[CH:32]=[CH:31][CH:30]=[CH:29][CH:28]=2)=[CH:21][CH:20]=1)([CH3:18])([CH3:17])[CH3:16].CCN=C=NCCCN(C)C.Cl. Product: [C:15]([C:19]1[CH:34]=[CH:33][C:22]([CH2:23][N:24]([CH2:25][CH2:26][C:27]2[CH:32]=[CH:31][CH:30]=[CH:29][CH:28]=2)[C:12]([C:9]2[C:10]([F:11])=[C:2]([F:1])[CH:3]=[C:4]3[C:8]=2[NH:7][CH:6]=[CH:5]3)=[O:14])=[CH:21][CH:20]=1)([CH3:18])([CH3:16])[CH3:17]. The catalyst class is: 2.